From a dataset of Reaction yield outcomes from USPTO patents with 853,638 reactions. Predict the reaction yield, written as a fraction of the theoretical maximum amount of product (1.0 means a 100% yield; for example, 0.34 means a 34% yield). (1) The catalyst is C(OCC)(=O)C. The product is [NH2:24][C:20]1[N:19]=[C:18]([C:15]2[S:14][C:13]3[CH:25]=[CH:26][C:10]([S:9][C:5]4[CH:4]=[C:3]([OH:2])[CH:8]=[CH:7][CH:6]=4)=[CH:11][C:12]=3[C:16]=2[CH3:17])[CH:23]=[CH:22][N:21]=1. The yield is 0.330. The reactants are C[O:2][C:3]1[CH:4]=[C:5]([S:9][C:10]2[CH:26]=[CH:25][C:13]3[S:14][C:15]([C:18]4[CH:23]=[CH:22][N:21]=[C:20]([NH2:24])[N:19]=4)=[C:16]([CH3:17])[C:12]=3[CH:11]=2)[CH:6]=[CH:7][CH:8]=1.C(Cl)Cl.B(Br)(Br)Br. (2) The reactants are Br[C:2]1[C:3]2[C:4]3[CH:18]=[CH:17][S:16][C:5]=3[C:6](=[O:15])[NH:7][C:8]=2[C:9]([CH3:14])=[CH:10][C:11]=1[O:12][CH3:13].[CH3:19][CH:20]([CH3:46])[CH:21]([C:31]1[CH:36]=[CH:35][C:34](B2OC(C)(C)C(C)(C)O2)=[CH:33][CH:32]=1)[CH2:22][NH:23][C:24](=[O:30])[O:25][C:26]([CH3:29])([CH3:28])[CH3:27]. No catalyst specified. The product is [CH3:13][O:12][C:11]1[CH:10]=[C:9]([CH3:14])[C:8]2[NH:7][C:6](=[O:15])[C:5]3[S:16][CH:17]=[CH:18][C:4]=3[C:3]=2[C:2]=1[C:34]1[CH:33]=[CH:32][C:31]([CH:21]([CH:20]([CH3:46])[CH3:19])[CH2:22][NH:23][C:24](=[O:30])[O:25][C:26]([CH3:27])([CH3:28])[CH3:29])=[CH:36][CH:35]=1. The yield is 0.150. (3) The reactants are [CH2:1]([O:3][C:4](=[O:18])[C:5]1[CH:10]=[C:9]([C:11]([F:14])([F:13])[F:12])C(C=C)=[CH:7][C:6]=1[NH2:17])[CH3:2].N([O-])=O.[Na+].C(OCC)(=[O:25])C.[C:29]([OH:33])(C)([CH3:31])[CH3:30]. The catalyst is CC(OC)(C)C.O. The product is [CH2:1]([O:3][C:4](=[O:18])[C:5]1[CH:10]=[C:9]([C:11]([F:14])([F:13])[F:12])[C:30]([CH:29]([OH:33])[CH2:31][OH:25])=[CH:7][C:6]=1[NH2:17])[CH3:2]. The yield is 0.790. (4) The reactants are [F:1][C:2]1[CH:10]=[CH:9][CH:8]=[C:7]([F:11])[C:3]=1[C:4]([OH:6])=O.[CH3:12][C:13]1[N:14]=[C:15]([NH2:24])[S:16][C:17]=1[CH2:18][CH2:19][O:20][N+:21]([O-:23])=[O:22]. No catalyst specified. The product is [F:11][C:7]1[CH:8]=[CH:9][CH:10]=[C:2]([F:1])[C:3]=1[C:4]([NH:24][C:15]1[S:16][C:17]([CH2:18][CH2:19][O:20][N+:21]([O-:23])=[O:22])=[C:13]([CH3:12])[N:14]=1)=[O:6]. The yield is 0.720.